From a dataset of Full USPTO retrosynthesis dataset with 1.9M reactions from patents (1976-2016). Predict the reactants needed to synthesize the given product. Given the product [Cl:16][C:13]1[CH:12]=[CH:11][C:10]([CH2:9][N:8]2[C@H:4]([CH:5]([CH3:6])[CH3:7])[C:3](=[O:17])[NH:20][C:19]2=[O:18])=[CH:15][CH:14]=1, predict the reactants needed to synthesize it. The reactants are: CO[C:3](=[O:17])[C@H:4]([NH:8][CH2:9][C:10]1[CH:15]=[CH:14][C:13]([Cl:16])=[CH:12][CH:11]=1)[CH:5]([CH3:7])[CH3:6].[O-:18][C:19]#[N:20].[K+].